This data is from Reaction yield outcomes from USPTO patents with 853,638 reactions. The task is: Predict the reaction yield, written as a fraction of the theoretical maximum amount of product (1.0 means a 100% yield; for example, 0.34 means a 34% yield). The reactants are I[C:2]1[C:10]2[C:5](=[N:6][CH:7]=[C:8]([N+:12]([O-:14])=[O:13])[C:9]=2[CH3:11])[N:4]([CH3:15])[CH:3]=1.CC1(C)C(C)(C)OB([C:24]2[CH2:25][CH2:26][N:27]([C:30]([O:32][C:33]([CH3:36])([CH3:35])[CH3:34])=[O:31])[CH2:28][CH:29]=2)O1.C([O-])([O-])=O.[K+].[K+]. The catalyst is COCCOC.C(O)C.C1C=CC([P]([Pd]([P](C2C=CC=CC=2)(C2C=CC=CC=2)C2C=CC=CC=2)([P](C2C=CC=CC=2)(C2C=CC=CC=2)C2C=CC=CC=2)[P](C2C=CC=CC=2)(C2C=CC=CC=2)C2C=CC=CC=2)(C2C=CC=CC=2)C2C=CC=CC=2)=CC=1. The product is [CH3:15][N:4]1[C:5]2=[N:6][CH:7]=[C:8]([N+:12]([O-:14])=[O:13])[C:9]([CH3:11])=[C:10]2[C:2]([C:24]2[CH2:29][CH2:28][N:27]([C:30]([O:32][C:33]([CH3:36])([CH3:35])[CH3:34])=[O:31])[CH2:26][CH:25]=2)=[CH:3]1. The yield is 0.400.